From a dataset of Kir2.1 potassium channel HTS with 301,493 compounds. Binary Classification. Given a drug SMILES string, predict its activity (active/inactive) in a high-throughput screening assay against a specified biological target. (1) The compound is S(=O)(=O)(Nc1ccc(cc1)C(=O)Nc1noc(c1)C)c1ccc(cc1)C. The result is 0 (inactive). (2) The compound is Fc1cc(C(=O)N\N=C/c2c(n(nc2)C)C)ccc1. The result is 0 (inactive). (3) The drug is Clc1c(ncc(c1)C(F)(F)F)C(c1ccc(O)cc1)C#N. The result is 1 (active). (4) The molecule is Fc1ccc(C2(CCCC2)C(OCC(=O)N2CC(OC(C2)C)C)=O)cc1. The result is 0 (inactive). (5) The result is 0 (inactive). The drug is O=C1N(CCNc2c(cc([N+]([O-])=O)cc2)C(=O)Nc2c(cccc2)C)C(=O)CC1. (6) The molecule is S(CC(=O)N\N=C1\CCN(CC1)C)Cc1ccccc1. The result is 0 (inactive). (7) The molecule is Clc1c(NC(=O)c2c(N)cccc2)ccc(Cl)c1. The result is 0 (inactive). (8) The compound is O(c1nc(nc(CS(=O)c2ccccc2)c1)c1ccccc1)c1ccccc1. The result is 0 (inactive). (9) The molecule is O(c1ccc(cc1)C(=O)NC(=O)Nc1ncccc1C)C. The result is 0 (inactive).